Task: Predict the reactants needed to synthesize the given product.. Dataset: Full USPTO retrosynthesis dataset with 1.9M reactions from patents (1976-2016) (1) Given the product [CH2:11]([O:10][C@@H:9]1[C@@:8]([C:27]#[C:28][Si:29]([CH2:32][CH3:33])([CH2:30][CH3:31])[CH2:34][CH3:35])([CH2:18][O:19][CH2:20][C:21]2[CH:22]=[CH:23][CH:24]=[CH:25][CH:26]=2)[O:7][C@@H:6]([N:36]2[C:45]3[N:44]=[CH:43][N:42]=[C:40]([NH2:41])[C:39]=3[N:38]=[CH:37]2)[C@@H:5]1[OH:4])[C:12]1[CH:13]=[CH:14][CH:15]=[CH:16][CH:17]=1, predict the reactants needed to synthesize it. The reactants are: C([O:4][C@@H:5]1[C@H:9]([O:10][CH2:11][C:12]2[CH:17]=[CH:16][CH:15]=[CH:14][CH:13]=2)[C@@:8]([C:27]#[C:28][Si:29]([CH2:34][CH3:35])([CH2:32][CH3:33])[CH2:30][CH3:31])([CH2:18][O:19][CH2:20][C:21]2[CH:26]=[CH:25][CH:24]=[CH:23][CH:22]=2)[O:7][C@H:6]1[N:36]1[C:45]2[N:44]=[CH:43][N:42]=[C:40]([NH2:41])[C:39]=2[N:38]=[CH:37]1)(=O)C. (2) Given the product [N:14]1[CH:15]=[CH:16][C:11]([C:6]2[CH:7]=[CH:8][CH:9]=[CH:10][C:5]=2[CH2:4][NH2:1])=[CH:12][CH:13]=1, predict the reactants needed to synthesize it. The reactants are: [N:1]([CH2:4][C:5]1[CH:10]=[CH:9][CH:8]=[CH:7][C:6]=1[C:11]1[CH:16]=[CH:15][N:14]=[CH:13][CH:12]=1)=[N+]=[N-]. (3) Given the product [CH:21]([C:18]1[CH:19]=[CH:20][C:13]([O:9][C:5]2[CH:6]=[N:7][CH:8]=[C:3]([C:2]([F:1])([F:10])[F:11])[CH:4]=2)=[C:14]([CH:17]=1)[C:15]#[N:16])=[O:22], predict the reactants needed to synthesize it. The reactants are: [F:1][C:2]([F:11])([F:10])[C:3]1[CH:4]=[C:5]([OH:9])[CH:6]=[N:7][CH:8]=1.F[C:13]1[CH:20]=[CH:19][C:18]([CH:21]=[O:22])=[CH:17][C:14]=1[C:15]#[N:16]. (4) Given the product [NH2:1][C:2]1[N:7]=[C:6]([C:8]2[NH:12][C:11]([C:13]3[CH:18]=[C:17]([Cl:19])[CH:16]=[CH:15][C:14]=3[CH3:20])=[C:10]([C:21]([NH2:23])=[O:22])[C:9]=2[I:24])[CH:5]=[CH:4][N:3]=1, predict the reactants needed to synthesize it. The reactants are: [NH2:1][C:2]1[N:7]=[C:6]([C:8]2[NH:12][C:11]([C:13]3[CH:18]=[C:17]([Cl:19])[CH:16]=[CH:15][C:14]=3[CH3:20])=[C:10]([C:21]([NH2:23])=[O:22])[CH:9]=2)[CH:5]=[CH:4][N:3]=1.[I:24]N1C(=O)CCC1=O.O. (5) The reactants are: [NH2:1][C:2]1[CH:3]=[C:4]([C@@H:9]([O:39][Si](CC)(CC)CC)[CH2:10][N:11](C(OC(C)(C)C)=O)[CH2:12][CH2:13][O:14][C:15]2[CH:23]=[C:22]3[C:18]([C:19]([CH3:31])=[N:20][N:21]3C(OC(C)(C)C)=O)=[CH:17][CH:16]=2)[CH:5]=[CH:6][C:7]=1[Cl:8].C(Cl)Cl.NC1C=C([C@@H](O[Si](CC)(CC)CC)CN(C(OC(C)(C)C)=O)CCOC2C=C3C(C(C)=NN3C(OC(C)(C)C)=O)=CC=2)C=CC=1Cl.[C:96]1([S:102](Cl)(=[O:104])=[O:103])[CH:101]=[CH:100][CH:99]=[CH:98][CH:97]=1.C(Cl)Cl.C(O)C(N)(CO)CO. Given the product [Cl:8][C:7]1[CH:6]=[CH:5][C:4]([C@@H:9]([OH:39])[CH2:10][NH:11][CH2:12][CH2:13][O:14][C:15]2[CH:23]=[C:22]3[C:18]([C:19]([CH3:31])=[N:20][NH:21]3)=[CH:17][CH:16]=2)=[CH:3][C:2]=1[NH:1][S:102]([C:96]1[CH:101]=[CH:100][CH:99]=[CH:98][CH:97]=1)(=[O:104])=[O:103].[ClH:8], predict the reactants needed to synthesize it. (6) The reactants are: [CH2:1]1[C@@H:3]2[C@H:4]3[C@@H:9]4[C:10]([N:12]([NH:15][C:16]([C:18]5[CH:23]=[CH:22][C:21]([C:24]([F:27])([F:26])[F:25])=[CH:20][CH:19]=5)=[O:17])[C:13](=[O:14])[C@@H:8]4[C@@H:7]([C@H:2]12)[CH:6]=[CH:5]3)=[O:11].O. Given the product [CH:19]1[C:18]([C:16]([NH:15][N:12]2[C:10](=[O:11])[C@@H:9]3[CH:4]4[C@@H:3]5[CH2:1][C@@H:2]5[CH:7]([C@@H:8]3[C:13]2=[O:14])[CH:6]=[CH:5]4)=[O:17])=[CH:23][CH:22]=[C:21]([C:24]([F:26])([F:25])[F:27])[CH:20]=1, predict the reactants needed to synthesize it. (7) Given the product [CH3:14][N:13]([CH3:15])[CH2:12][CH2:11][N:7]1[C:8]2[C:4](=[CH:3][C:2]([NH:1][S:22]([C:20]3[C:19]4[CH:26]=[CH:27][CH:28]=[CH:29][C:18]=4[S:17][CH:21]=3)(=[O:23])=[O:24])=[CH:10][CH:9]=2)[CH:5]=[C:6]1[CH3:16], predict the reactants needed to synthesize it. The reactants are: [NH2:1][C:2]1[CH:3]=[C:4]2[C:8](=[CH:9][CH:10]=1)[N:7]([CH2:11][CH2:12][N:13]([CH3:15])[CH3:14])[C:6]([CH3:16])=[CH:5]2.[S:17]1[CH:21]=[C:20]([S:22](Cl)(=[O:24])=[O:23])[C:19]2[CH:26]=[CH:27][CH:28]=[CH:29][C:18]1=2. (8) Given the product [CH3:10][C:9]1[CH2:8][N:4]([NH:3][C:2](=[O:6])[CH3:1])[C:5](=[O:7])[NH:13][N:14]=1, predict the reactants needed to synthesize it. The reactants are: [CH3:1][C:2]1[O:6][C:5](=[O:7])[N:4]([CH2:8][C:9](=O)[CH3:10])[N:3]=1.O.[NH2:13][NH2:14].C(O)(=O)C(O)=O.